From a dataset of Catalyst prediction with 721,799 reactions and 888 catalyst types from USPTO. Predict which catalyst facilitates the given reaction. (1) Reactant: C([O:4][CH:5]1[CH:10]([O:11][C:12](=[O:14])[CH3:13])[CH:9]([O:15][CH2:16][C:17]2[CH:22]=[CH:21][CH:20]=[CH:19][CH:18]=2)[CH:8]([O:23][CH2:24][C:25]2[CH:30]=[CH:29][CH:28]=[CH:27][CH:26]=2)[CH:7]([CH2:31][O:32][CH2:33][C:34]2[CH:39]=[CH:38][CH:37]=[CH:36][CH:35]=2)[O:6]1)(=O)C.C(O)(=O)C.NN.C(OCC)(=O)C. Product: [CH2:16]([O:15][CH:9]1[CH:8]([O:23][CH2:24][C:25]2[CH:30]=[CH:29][CH:28]=[CH:27][CH:26]=2)[CH:7]([CH2:31][O:32][CH2:33][C:34]2[CH:39]=[CH:38][CH:37]=[CH:36][CH:35]=2)[O:6][CH:5]([OH:4])[CH:10]1[O:11][C:12](=[O:14])[CH3:13])[C:17]1[CH:22]=[CH:21][CH:20]=[CH:19][CH:18]=1. The catalyst class is: 3. (2) Reactant: [CH3:1][O:2][C:3](=[O:10])[CH2:4][C@@H:5]([CH3:9])[C:6]([OH:8])=O.C(Cl)(=O)C(Cl)=O.[NH2:17][C:18]1[CH:27]=[C:26]([Cl:28])[CH:25]=[CH:24][C:19]=1[C:20]([O:22][CH3:23])=[O:21].C(N(CC)CC)C. The catalyst class is: 59. Product: [CH3:23][O:22][C:20](=[O:21])[C:19]1[CH:24]=[CH:25][C:26]([Cl:28])=[CH:27][C:18]=1[NH:17][C:6](=[O:8])[C@H:5]([CH3:9])[CH2:4][C:3]([O:2][CH3:1])=[O:10]. (3) Reactant: C([O:8][C:9]1[CH:28]=[CH:27][C:12]([CH2:13][C:14]2[CH:18]=[C:17]([C:19]3[C:20]([NH2:26])=[N:21][C:22]([NH2:25])=[CH:23][CH:24]=3)[O:16][N:15]=2)=[CH:11][CH:10]=1)C1C=CC=CC=1.C1(SC)C=CC=CC=1.C(=O)([O-])O.[Na+]. Product: [NH2:26][C:20]1[C:19]([C:17]2[O:16][N:15]=[C:14]([CH2:13][C:12]3[CH:27]=[CH:28][C:9]([OH:8])=[CH:10][CH:11]=3)[CH:18]=2)=[CH:24][CH:23]=[C:22]([NH2:25])[N:21]=1. The catalyst class is: 55.